From a dataset of Reaction yield outcomes from USPTO patents with 853,638 reactions. Predict the reaction yield, written as a fraction of the theoretical maximum amount of product (1.0 means a 100% yield; for example, 0.34 means a 34% yield). (1) The reactants are C([O:3][CH:4](OCC)[CH2:5][CH2:6][CH2:7][NH:8][C:9]([O:11][CH2:12][CH:13]1[C:25]2[C:20](=[CH:21][CH:22]=[CH:23][CH:24]=2)[C:19]2[C:14]1=[CH:15][CH:16]=[CH:17][CH:18]=2)=[O:10])C.Cl. The catalyst is O1CCOCC1. The product is [C:9]([NH:8][CH2:7][CH2:6][CH2:5][CH:4]=[O:3])([O:11][CH2:12][CH:13]1[C:25]2[C:20](=[CH:21][CH:22]=[CH:23][CH:24]=2)[C:19]2[C:14]1=[CH:15][CH:16]=[CH:17][CH:18]=2)=[O:10]. The yield is 0.900. (2) The reactants are [CH3:1][C:2](C)([O-:4])[CH3:3].[K+].[I:7][C:8]1[CH:9]=C(O)C(=C[CH:15]=1)C=O.[C:17]1(C)C=CC=C[CH:18]=1. The catalyst is [Br-].C[P+](C1C=CC=CC=1)(C1C=CC=CC=1)C1C=CC=CC=1.C1COCC1. The product is [OH:4][C:2]1[CH:3]=[CH:9][C:8]([I:7])=[CH:15][C:1]=1[CH:17]=[CH2:18]. The yield is 0.980. (3) The reactants are C([O:4][C@@H:5]1[C@@H:18]([O:19]C(=O)C)[C@H:17]([O:23]C(=O)C)[CH2:16][S:15][C@H:6]1[O:7][C:8]1[CH:9]=[N:10][CH:11]=[C:12](Br)[CH:13]=1)(=O)C.[F:27][C:28]([F:40])([F:39])[O:29][C:30]1[CH:35]=[CH:34][C:33](B(O)O)=[CH:32][CH:31]=1.[F-].[Cs+]. The catalyst is C1C=CC([P]([Pd]([P](C2C=CC=CC=2)(C2C=CC=CC=2)C2C=CC=CC=2)([P](C2C=CC=CC=2)(C2C=CC=CC=2)C2C=CC=CC=2)[P](C2C=CC=CC=2)(C2C=CC=CC=2)C2C=CC=CC=2)(C2C=CC=CC=2)C2C=CC=CC=2)=CC=1.COCCOC.CO. The product is [O:7]([C:8]1[CH:9]=[N:10][CH:11]=[C:12]([C:33]2[CH:32]=[CH:31][C:30]([O:29][C:28]([F:27])([F:39])[F:40])=[CH:35][CH:34]=2)[CH:13]=1)[C@@H:6]1[S:15][CH2:16][C@@H:17]([OH:23])[C@H:18]([OH:19])[C@H:5]1[OH:4]. The yield is 0.680. (4) The reactants are C1C=C(Cl)C=C(C(OO)=O)C=1.[Cl:12][C:13]1[CH:18]=[CH:17][CH:16]=[C:15]([Cl:19])[C:14]=1[N:20]1[CH:31]=[C:30]([CH3:32])[C:23]2[N:24]=[C:25](SC)[N:26]=[CH:27][C:22]=2[C:21]1=[O:33].CCN(C(C)C)C(C)C.[NH2:43][C:44]1[CH:49]=[CH:48][C:47]([N:50]2[CH2:55][CH2:54][N:53]([C:56]([O:58][C:59]([CH3:62])([CH3:61])[CH3:60])=[O:57])[CH2:52][CH2:51]2)=[CH:46][CH:45]=1. The catalyst is C(Cl)Cl.C1(C)C=CC=CC=1. The product is [Cl:12][C:13]1[CH:18]=[CH:17][CH:16]=[C:15]([Cl:19])[C:14]=1[N:20]1[CH:31]=[C:30]([CH3:32])[C:23]2[N:24]=[C:25]([NH:43][C:44]3[CH:49]=[CH:48][C:47]([N:50]4[CH2:55][CH2:54][N:53]([C:56]([O:58][C:59]([CH3:62])([CH3:61])[CH3:60])=[O:57])[CH2:52][CH2:51]4)=[CH:46][CH:45]=3)[N:26]=[CH:27][C:22]=2[C:21]1=[O:33]. The yield is 0.540.